This data is from Full USPTO retrosynthesis dataset with 1.9M reactions from patents (1976-2016). The task is: Predict the reactants needed to synthesize the given product. (1) Given the product [Cl:18][C:19]1[CH:20]=[CH:21][C:22]([O:38][CH2:39][C:40]2[CH:45]=[CH:44][C:43]([Cl:46])=[CH:42][C:41]=2[F:47])=[C:23]([CH:37]=1)[CH2:24][N:25]1[C:29]2[N:30]=[CH:31][CH:32]=[C:33]([C:34]([NH:17][S:14]([CH3:13])(=[O:16])=[O:15])=[O:35])[C:28]=2[CH2:27][CH2:26]1, predict the reactants needed to synthesize it. The reactants are: CCN=C=NCCCN(C)C.Cl.[CH3:13][S:14]([NH2:17])(=[O:16])=[O:15].[Cl:18][C:19]1[CH:20]=[CH:21][C:22]([O:38][CH2:39][C:40]2[CH:45]=[CH:44][C:43]([Cl:46])=[CH:42][C:41]=2[F:47])=[C:23]([CH:37]=1)[CH2:24][N:25]1[C:29]2[N:30]=[CH:31][CH:32]=[C:33]([C:34](O)=[O:35])[C:28]=2[CH2:27][CH2:26]1. (2) Given the product [CH3:24][O:23][C:13]1[C:11]2[N:12]=[C:8]([NH:7][C:5](=[O:6])[C:4]3[CH:25]=[CH:26][N:27]=[C:2]([NH:42][CH2:41][CH2:40][C:34]4[CH:39]=[CH:38][CH:37]=[CH:36][CH:35]=4)[CH:3]=3)[S:9][C:10]=2[C:16]([N:17]2[CH2:22][CH2:21][O:20][CH2:19][CH2:18]2)=[CH:15][CH:14]=1, predict the reactants needed to synthesize it. The reactants are: Br[C:2]1[CH:3]=[C:4]([CH:25]=[CH:26][N:27]=1)[C:5]([NH:7][C:8]1[S:9][C:10]2[C:16]([N:17]3[CH2:22][CH2:21][O:20][CH2:19][CH2:18]3)=[CH:15][CH:14]=[C:13]([O:23][CH3:24])[C:11]=2[N:12]=1)=[O:6].C(=O)([O-])[O-].[Cs+].[Cs+].[C:34]1([CH2:40][CH2:41][NH2:42])[CH:39]=[CH:38][CH:37]=[CH:36][CH:35]=1.